This data is from B-cell epitopes from PDB crystal structures with 447 antigens. The task is: Token-level Classification. Given an antigen amino acid sequence, predict which amino acid positions are active epitope sites capable of antibody binding. Output is a list of indices for active positions. (1) The epitope positions are: [1, 2, 3, 4, 5, 6, 8, 9, 12, 25, 29, 30, 31, 32, 33, 35]. The amino acids at these positions are: SEGRWRIPVHPPMPSR. Given the antigen sequence: GSEGRWRVIPYDVLPDWLKDNDYLLHGHRPPMPSFRACFKSIFRIHTETGNIWTHLLGFVLFLFLGILTMLRMYFMAPLQEKVVFGMFFLGAVLCLSFSWLFHTVYCHSEKVSRTFSKLDYSGIALLIMGSFVPWLYYSFYCSPQPRLIYLSIVCVLGISAIIVAQWDRFATPKHRQTRAGVFLGLGLSGVVPTMHFTIAEGFVKATTVMGWFFLMAVMYITGAGLYAARIPERFFPGKFDIWFQSHQIFHVLVVAAAFVHFYGVSNLQEFRYGLEGGCTDDT, which amino acid positions are active epitope sites? (2) Given the antigen sequence: KVFGRCELAAAMKRHGLDNYRGYSLGNWVCAAKFESNFNTQATNRNTDGSTDYGILQINSAWWCNDGRTPGSRNLCNIPCSALLSSDITASVNCAKKIVSDGNGMNAWVAWRNRCKGTDVQAWIRGCRL, which amino acid positions are active epitope sites? The epitope positions are: [13, 14, 15, 18, 19, 20, 61, 62, 71, 72, 73, 74, 76, 88, 92, 95, 96, 97, 99, 100... (21 total positions)]. The amino acids at these positions are: RHGNYRWWSRNLNTNKKISDG.